This data is from Reaction yield outcomes from USPTO patents with 853,638 reactions. The task is: Predict the reaction yield, written as a fraction of the theoretical maximum amount of product (1.0 means a 100% yield; for example, 0.34 means a 34% yield). The reactants are [O:1]=[C:2]([CH3:9])[CH2:3][CH2:4][CH2:5][C:6]([OH:8])=[O:7].C(N(CC)C(C)C)(C)C.FC(F)(F)C(O[C:24]1[C:29]([F:30])=[C:28]([F:31])[C:27]([F:32])=[C:26]([F:33])[C:25]=1[F:34])=O. The catalyst is C(Cl)Cl. The product is [O:1]=[C:2]([CH3:9])[CH2:3][CH2:4][CH2:5][C:6]([O:8][C:24]1[C:25]([F:34])=[C:26]([F:33])[C:27]([F:32])=[C:28]([F:31])[C:29]=1[F:30])=[O:7]. The yield is 0.790.